Dataset: Full USPTO retrosynthesis dataset with 1.9M reactions from patents (1976-2016). Task: Predict the reactants needed to synthesize the given product. (1) Given the product [CH3:29][O:30][C:31](=[O:32])[C:33]1[CH:38]=[CH:37][C:36]([O:8][C:6]2[CH:5]=[CH:4][C:3]([CH:9]([CH3:28])[C:10]([OH:15])([C:16]3[CH:17]=[CH:18][C:19]4[O:24][CH2:23][C:22](=[O:25])[N:21]([CH3:26])[C:20]=4[CH:27]=3)[C:11]([F:12])([F:13])[F:14])=[C:2]([Cl:1])[CH:7]=2)=[CH:35][CH:34]=1, predict the reactants needed to synthesize it. The reactants are: [Cl:1][C:2]1[CH:7]=[C:6]([OH:8])[CH:5]=[CH:4][C:3]=1[CH:9]([CH3:28])[C:10]([C:16]1[CH:17]=[CH:18][C:19]2[O:24][CH2:23][C:22](=[O:25])[N:21]([CH3:26])[C:20]=2[CH:27]=1)([OH:15])[C:11]([F:14])([F:13])[F:12].[CH3:29][O:30][C:31]([C:33]1[CH:38]=[CH:37][C:36](B(O)O)=[CH:35][CH:34]=1)=[O:32]. (2) The reactants are: [NH2:1][C:2]1[CH:3]=[CH:4][C:5]([S:12](=[O:25])(=[O:24])[NH:13][C:14]2[CH:15]=[CH:16][C:17]3[CH2:21][O:20][B:19]([OH:22])[C:18]=3[CH:23]=2)=[C:6]([CH2:8][C:9]([OH:11])=O)[CH:7]=1.[CH2:26]([NH2:30])[CH:27]([CH3:29])[CH3:28].C1CN([P+](ON2N=NC3C=CC=CC2=3)(N2CCCC2)N2CCCC2)CC1.F[P-](F)(F)(F)(F)F. Given the product [NH2:1][C:2]1[CH:3]=[CH:4][C:5]([S:12](=[O:25])(=[O:24])[NH:13][C:14]2[CH:15]=[CH:16][C:17]3[CH2:21][O:20][B:19]([OH:22])[C:18]=3[CH:23]=2)=[C:6]([CH2:8][C:9]([NH:30][CH2:26][CH:27]([CH3:29])[CH3:28])=[O:11])[CH:7]=1, predict the reactants needed to synthesize it.